Task: Regression. Given a peptide amino acid sequence and an MHC pseudo amino acid sequence, predict their binding affinity value. This is MHC class II binding data.. Dataset: Peptide-MHC class II binding affinity with 134,281 pairs from IEDB (1) The peptide sequence is TFHVEKGSNPNYLALLVKYVNGDGD. The MHC is DRB1_1602 with pseudo-sequence DRB1_1602. The binding affinity (normalized) is 0.590. (2) The binding affinity (normalized) is 0.484. The MHC is DRB1_0901 with pseudo-sequence DRB1_0901. The peptide sequence is SYKICTDKMFFVKNP. (3) The peptide sequence is EGKPTEKHIQIRSTN. The MHC is DRB1_0701 with pseudo-sequence DRB1_0701. The binding affinity (normalized) is 0.224. (4) The peptide sequence is TSVIIDGNCDGRGKS. The binding affinity (normalized) is 0. The MHC is DRB3_0101 with pseudo-sequence DRB3_0101. (5) The peptide sequence is YDKFLANVSIVLTGK. The MHC is DRB1_0405 with pseudo-sequence DRB1_0405. The binding affinity (normalized) is 0.639. (6) The peptide sequence is AVLVATNFFGINTIP. The MHC is HLA-DQA10102-DQB10502 with pseudo-sequence HLA-DQA10102-DQB10502. The binding affinity (normalized) is 0.284. (7) The peptide sequence is ELLVLLENERTLDYHDS. The MHC is DRB1_0401 with pseudo-sequence DRB1_0401. The binding affinity (normalized) is 0.146.